Predict the reactants needed to synthesize the given product. From a dataset of Full USPTO retrosynthesis dataset with 1.9M reactions from patents (1976-2016). (1) Given the product [C:17]([O:16][C:15]([NH:14][CH2:13][CH2:12][N:11]([CH2:10][CH2:9][NH:8][C:6](=[O:7])[O:5][C:1]([CH3:4])([CH3:3])[CH3:2])[NH2:22])=[O:21])([CH3:20])([CH3:19])[CH3:18], predict the reactants needed to synthesize it. The reactants are: [C:1]([O:5][C:6]([NH:8][CH2:9][CH2:10][N:11]([N:22]=O)[CH2:12][CH2:13][NH:14][C:15](=[O:21])[O:16][C:17]([CH3:20])([CH3:19])[CH3:18])=[O:7])([CH3:4])([CH3:3])[CH3:2].[OH-].[K+]. (2) Given the product [Br:12][C:13]1[CH:14]=[CH:15][C:16]([O:21][C:22]([F:23])([F:24])[F:25])=[C:17]([CH:20]=1)[CH2:18][NH:19][C:6]1[C:5]([N+:9]([O-:11])=[O:10])=[CH:4][N:3]=[C:2]([Cl:1])[N:7]=1, predict the reactants needed to synthesize it. The reactants are: [Cl:1][C:2]1[N:7]=[C:6](Cl)[C:5]([N+:9]([O-:11])=[O:10])=[CH:4][N:3]=1.[Br:12][C:13]1[CH:14]=[CH:15][C:16]([O:21][C:22]([F:25])([F:24])[F:23])=[C:17]([CH:20]=1)[CH2:18][NH2:19].